This data is from Catalyst prediction with 721,799 reactions and 888 catalyst types from USPTO. The task is: Predict which catalyst facilitates the given reaction. Reactant: [CH3:1][O:2][C:3](=[O:23])[CH2:4][CH2:5][C:6]1[CH:11]=[CH:10][C:9]([O:12][C:13]2[CH:18]=[CH:17][CH:16]=[C:15]([C:19]#[N:20])[CH:14]=2)=[CH:8][C:7]=1[CH2:21][CH3:22].[H][H]. Product: [CH3:1][O:2][C:3](=[O:23])[CH2:4][CH2:5][C:6]1[CH:11]=[CH:10][C:9]([O:12][C:13]2[CH:18]=[CH:17][CH:16]=[C:15]([CH2:19][NH2:20])[CH:14]=2)=[CH:8][C:7]=1[CH2:21][CH3:22]. The catalyst class is: 331.